From a dataset of Experimentally validated miRNA-target interactions with 360,000+ pairs, plus equal number of negative samples. Binary Classification. Given a miRNA mature sequence and a target amino acid sequence, predict their likelihood of interaction. (1) The miRNA is hsa-miR-4671-3p with sequence UUAGUGCAUAGUCUUUGGUCU. The protein sequence of the target gene is MGAVWSALLVGGGLAGALILWLLRGDSGAPGKDGVAEPPQKGAPPGEAAAPGDGPGGGGSGGLSPEPSDRELVSKAEHLRESNGHLISESKDLGNLPEAQRLQNVGADWVNAREFVPVGKIPDTHSRADSEAARNQSPGSHGGEWRLPKGQETAVKVAGSVAAKLPSSSLLVDRAKAVSQDQAGHEDWEVVSRHSSWGSVGLGGSLEASRLSLNQRMDDSTNSLVGGRGWEVDGKVASLKPQQVSIQFQVHYTTNTDVQFIAVTGDHESLGRWNTYIPLHYCKDGLWSHSVFLPADTVVE.... Result: 0 (no interaction). (2) The miRNA is hsa-miR-1293 with sequence UGGGUGGUCUGGAGAUUUGUGC. The protein sequence of the target gene is MTLLLVSLLLASLLQISSGNKANKHKPWIEAEYQGIVMENDNTVLLNPPLFALDKDAPLRYAGEICGFRLHGSGVPFEAVILDKATGEGLIRAKEPVDCEAQKEHTFTIQAYDCGEGPDGTNTKKSHKATVHVRVNDVNEFAPVFVERLYRAAVTEGKLYDRILRVEAIDGDCSPQYSQICYYEILTPNTPFLIDNDGNIENTEKLQYSGEKLYKFTVTAYDCGKKRAADDAEVEIQVKPTCKPSWQGWNKRIEYAPGAGSLALFPGIRLETCDEPLWNIQATIELQTSHVAKGCDRDNY.... Result: 0 (no interaction). (3) The miRNA is hsa-miR-1827 with sequence UGAGGCAGUAGAUUGAAU. The protein sequence of the target gene is MSTSTSPAAMLLRRLRRLSWGSTAVQLFILTVVTFGLLAPLACHRLLHSYFYLRHWHLNQMSQEFLQQSLKEGEAALHYFEELPSANGSVPIVWQATPRPWLVITIITVDRQPGFHYVLQVVSQFHRLLQQCGPQCEGHQLFLCNVERSVSHFDAKLLSKYVPVANRYEGTEDDYGDDPSTNSFEKEKQDYVYCLESSLQTYNPDYVLMVEDDAVPEEQIFPVLEHLLRARFSEPHLRDALYLKLYHPERLQHYINPEPMRILEWVGVGMLLGPLLTWIYMRFASRPGFSWPVMLFFSLY.... Result: 1 (interaction). (4) The protein sequence of the target gene is MEPGQPREPQEPREPGPGAETAAAPVWEEAKIFYDNLAPKKKPKSPKPQNAVTIAVSSRALFRMDEEQQIYTEQGVEEYVRYQLEHENEPFSPGPAFPFVKALEAVNRRLRELYPDSEDVFDIVLMTNNHAQVGVRLINSINHYDLFIERFCMTGGNSPICYLKAYHTNLYLSADAEKVREAIDEGIAAATIFSPSRDVVVSQSQLRVAFDGDAVLFSDESERIVKAHGLDRFFEHEKAHENKPLAQGPLKGFLEALGRLQKKFYSKGLRLECPIRTYLVTARSAASSGARALKTLRSWG.... Result: 0 (no interaction). The miRNA is hsa-miR-519a-3p with sequence AAAGUGCAUCCUUUUAGAGUGU. (5) The miRNA is mmu-miR-466o-3p with sequence UACAUACAUGCACACAUAAGAC. The protein sequence of the target gene is MAAAAVVAATVPAQSMGADGASSVHWFRKGLRLHDNPALLAAVRGARCVRCVYILDPWFAASSSVGINRWRFLLQSLEDLDTSLRKLNSRLFVVRGQPADVFPRLFKEWGVTRLTFEYDSEPFGKERDAAIMKMAKEAGVEVVTENSHTLYDLDRIIELNGQKPPLTYKRFQALISRMELPKKPAVAVSSQQMESCRAEIQENHDDTYGVPSLEELGFPTEGLGPAVWQGGETEALARLDKHLERKAWVANYERPRMNANSLLASPTGLSPYLRFGCLSCRLFYYRLWDLYKKVKRNSTP.... Result: 1 (interaction).